This data is from Catalyst prediction with 721,799 reactions and 888 catalyst types from USPTO. The task is: Predict which catalyst facilitates the given reaction. Reactant: [H-].[Na+].[Cl:3][C:4]1[CH:9]=[CH:8][C:7]([C:10](=[N:13][NH:14][C:15]([O:17][CH2:18]C)=[O:16])CO)=[CH:6][CH:5]=1. Product: [Cl:3][C:4]1[CH:5]=[CH:6][C:7]([C:10]2[CH2:18][O:17][C:15](=[O:16])[NH:14][N:13]=2)=[CH:8][CH:9]=1. The catalyst class is: 8.